From a dataset of Catalyst prediction with 721,799 reactions and 888 catalyst types from USPTO. Predict which catalyst facilitates the given reaction. (1) Reactant: [OH:1][NH2:2].C([O:5][C:6](=O)[CH2:7][CH2:8][CH2:9][CH2:10][CH2:11][CH2:12][N:13]([C:27]1[CH:32]=[CH:31][CH:30]=[CH:29][N:28]=1)[C:14]1[CH:19]=[C:18]([C:20]2[CH:25]=[CH:24][C:23]([CH3:26])=[CH:22][CH:21]=2)[CH:17]=[CH:16][N:15]=1)C. Product: [OH:1][NH:2][C:6](=[O:5])[CH2:7][CH2:8][CH2:9][CH2:10][CH2:11][CH2:12][N:13]([C:27]1[CH:32]=[CH:31][CH:30]=[CH:29][N:28]=1)[C:14]1[CH:19]=[C:18]([C:20]2[CH:25]=[CH:24][C:23]([CH3:26])=[CH:22][CH:21]=2)[CH:17]=[CH:16][N:15]=1. The catalyst class is: 121. (2) Reactant: [OH:1][C:2]1[CH:19]=[CH:18][C:5]2[CH2:6][CH2:7][N:8](C(OC(C)(C)C)=O)[CH2:9][CH2:10][C:4]=2[CH:3]=1.[F:20][C:21]([F:26])([F:25])[C:22]([OH:24])=[O:23]. Product: [F:20][C:21]([F:26])([F:25])[C:22]([OH:24])=[O:23].[CH2:6]1[C:5]2[CH:18]=[CH:19][C:2]([OH:1])=[CH:3][C:4]=2[CH2:10][CH2:9][NH:8][CH2:7]1. The catalyst class is: 4. (3) Reactant: C([Li])CCC.[CH2:6]([O:8][C:9]1[CH:22]=[CH:21][C:20]2[C:19]3[C:14](=[C:15]([F:23])[CH:16]=[CH:17][CH:18]=3)[C:13]([F:25])([F:24])[C:12]([F:27])([F:26])[C:11]=2[C:10]=1[F:28])[CH3:7].[I:29]I. Product: [CH2:6]([O:8][C:9]1[CH:22]=[CH:21][C:20]2[C:19]3[C:14](=[C:15]([F:23])[C:16]([I:29])=[CH:17][CH:18]=3)[C:13]([F:24])([F:25])[C:12]([F:27])([F:26])[C:11]=2[C:10]=1[F:28])[CH3:7]. The catalyst class is: 1. (4) Reactant: [Cl:1][C:2]1[CH:10]=[N:9][CH:8]=[CH:7][C:3]=1[C:4]([OH:6])=[O:5].[CH3:11][CH2:12]O. Product: [CH2:11]([O:5][C:4](=[O:6])[C:3]1[CH:7]=[CH:8][N:9]=[CH:10][C:2]=1[Cl:1])[CH3:12]. The catalyst class is: 82. (5) Reactant: [CH3:1][C:2]#[N:3].[C:4]1([NH:10]N)[CH:9]=[CH:8][CH:7]=[CH:6][CH:5]=1.FC(F)(F)[C:14]([OH:16])=[O:15].[BH4-].[Na+].[C:21]1([CH3:27])[CH:26]=[CH:25][CH:24]=[CH:23][CH:22]=1. Product: [NH:10]1[C:4]2[C:9](=[CH:8][CH:7]=[CH:6][CH:5]=2)[C:21]2([CH2:26][CH2:25][CH:1]([CH2:2][NH:3][C:14](=[O:15])[O:16][CH2:27][C:21]3[CH:26]=[CH:25][CH:24]=[CH:23][CH:22]=3)[CH2:23][CH2:22]2)[CH2:27]1. The catalyst class is: 5.